Predict which catalyst facilitates the given reaction. From a dataset of Catalyst prediction with 721,799 reactions and 888 catalyst types from USPTO. Reactant: [Cl:1][C:2]1[C:3]2[CH:23]=[CH:22][C:21]([O:24]C)=[CH:20][C:4]=2[S:5][C:6]=1[CH2:7][CH:8]1[CH2:12][CH2:11][N:10]([CH:13]2[CH2:18][CH2:17][CH2:16][CH2:15][CH2:14]2)[C:9]1=[O:19].CC(=C)C.B(Br)(Br)Br. The catalyst class is: 4. Product: [Cl:1][C:2]1[C:3]2[CH:23]=[CH:22][C:21]([OH:24])=[CH:20][C:4]=2[S:5][C:6]=1[CH2:7][CH:8]1[CH2:12][CH2:11][N:10]([CH:13]2[CH2:14][CH2:15][CH2:16][CH2:17][CH2:18]2)[C:9]1=[O:19].